The task is: Predict the reactants needed to synthesize the given product.. This data is from Full USPTO retrosynthesis dataset with 1.9M reactions from patents (1976-2016). (1) Given the product [CH:1]1[C:10]2[CH2:9][CH2:8][CH2:7][CH2:6][C:5]=2[CH:4]=[CH:3][C:2]=1[O:11][C:12]1[CH:13]=[C:14]([CH:17]=[CH:18][CH:19]=1)[CH2:15][NH2:16], predict the reactants needed to synthesize it. The reactants are: [CH:1]1[C:10]2[CH2:9][CH2:8][CH2:7][CH2:6][C:5]=2[CH:4]=[CH:3][C:2]=1[O:11][C:12]1[CH:13]=[C:14]([CH:17]=[CH:18][CH:19]=1)[C:15]#[N:16].C1COCC1.[H-].[Al+3].[Li+].[H-].[H-].[H-].[OH-].[Na+]. (2) The reactants are: C(OC([NH:8][C@H:9]([CH3:31])[C@H:10]([NH:15][C:16](=[O:30])[C:17]1[CH:22]=[CH:21][C:20]([C:23]#[C:24][C:25]#[C:26][C@@H:27]([OH:29])[CH3:28])=[CH:19][CH:18]=1)[C:11]([O:13][CH3:14])=[O:12])=O)(C)(C)C.C(O)(C(F)(F)F)=O. Given the product [NH2:8][C@H:9]([CH3:31])[C@H:10]([NH:15][C:16](=[O:30])[C:17]1[CH:18]=[CH:19][C:20]([C:23]#[C:24][C:25]#[C:26][C@@H:27]([OH:29])[CH3:28])=[CH:21][CH:22]=1)[C:11]([O:13][CH3:14])=[O:12], predict the reactants needed to synthesize it. (3) Given the product [CH2:1]([O:3][C:4]([C:6]1([C:9]2[CH:14]=[CH:13][C:12]([C:15]3[CH:20]=[CH:19][C:18]([C:21]4[O:25][N:24]=[C:23]([CH3:26])[C:22]=4[CH2:27][N:37]4[CH2:36][CH:35]([C:29]5[CH:34]=[CH:33][CH:32]=[CH:31][CH:30]=5)[O:39][C:38]4=[O:40])=[CH:17][CH:16]=3)=[CH:11][CH:10]=2)[CH2:8][CH2:7]1)=[O:5])[CH3:2], predict the reactants needed to synthesize it. The reactants are: [CH2:1]([O:3][C:4]([C:6]1([C:9]2[CH:14]=[CH:13][C:12]([C:15]3[CH:20]=[CH:19][C:18]([C:21]4[O:25][N:24]=[C:23]([CH3:26])[C:22]=4[CH2:27]Br)=[CH:17][CH:16]=3)=[CH:11][CH:10]=2)[CH2:8][CH2:7]1)=[O:5])[CH3:2].[C:29]1([CH:35]2[O:39][C:38](=[O:40])[NH:37][CH2:36]2)[CH:34]=[CH:33][CH:32]=[CH:31][CH:30]=1. (4) Given the product [CH2:1]([O:8][C:9]1[CH:10]=[CH:11][C:12]([CH2:15][C:16]([N:27]([O:26][CH3:22])[CH3:28])=[O:18])=[CH:13][CH:14]=1)[C:2]1[CH:3]=[CH:4][CH:5]=[CH:6][CH:7]=1, predict the reactants needed to synthesize it. The reactants are: [CH2:1]([O:8][C:9]1[CH:14]=[CH:13][C:12]([CH2:15][C:16]([OH:18])=O)=[CH:11][CH:10]=1)[C:2]1[CH:7]=[CH:6][CH:5]=[CH:4][CH:3]=1.CN([C:22]([O:26][N:27]1N=NC2C=CC=C[C:28]1=2)=[N+](C)C)C.F[P-](F)(F)(F)(F)F.Cl.CNOC.CCN(C(C)C)C(C)C. (5) Given the product [Cl:3][C:4]1[CH:5]=[N:6][C:7]2[C:12]([C:13]=1[CH2:14][CH2:15][CH2:16][CH:17]1[CH2:22][CH2:21][N:20]([C:23]([O:25][C:26]([CH3:29])([CH3:27])[CH3:28])=[O:24])[CH2:19][CH:18]1[C:30]([OH:32])=[O:31])=[CH:11][C:10]([O:34][CH3:35])=[CH:9][CH:8]=2, predict the reactants needed to synthesize it. The reactants are: [OH-].[Na+].[Cl:3][C:4]1[CH:5]=[N:6][C:7]2[C:12]([C:13]=1[CH2:14][CH2:15][CH2:16][CH:17]1[CH2:22][CH2:21][N:20]([C:23]([O:25][C:26]([CH3:29])([CH3:28])[CH3:27])=[O:24])[CH2:19][CH:18]1[C:30]([O:32]C)=[O:31])=[CH:11][C:10]([O:34][CH3:35])=[CH:9][CH:8]=2.C(OCC)C.O.